From a dataset of Full USPTO retrosynthesis dataset with 1.9M reactions from patents (1976-2016). Predict the reactants needed to synthesize the given product. The reactants are: C(OC([N:8]1[CH2:13][CH2:12][N:11]([C:14]2[CH:19]=[C:18]([NH:20][S:21]([C:24]3[CH:29]=[CH:28][CH:27]=[C:26]([O:30][CH:31]([F:33])[F:32])[CH:25]=3)(=[O:23])=[O:22])[CH:17]=[CH:16][C:15]=2[O:34][C:35]([F:38])([F:37])[F:36])[CH2:10][CH2:9]1)=O)(C)(C)C.Cl. Given the product [F:33][CH:31]([F:32])[O:30][C:26]1[CH:25]=[C:24]([S:21]([NH:20][C:18]2[CH:17]=[CH:16][C:15]([O:34][C:35]([F:38])([F:36])[F:37])=[C:14]([N:11]3[CH2:10][CH2:9][NH:8][CH2:13][CH2:12]3)[CH:19]=2)(=[O:22])=[O:23])[CH:29]=[CH:28][CH:27]=1, predict the reactants needed to synthesize it.